Predict the reactants needed to synthesize the given product. From a dataset of Full USPTO retrosynthesis dataset with 1.9M reactions from patents (1976-2016). (1) The reactants are: [CH:1]([C:3]1[S:4][CH:5]=[CH:6][N:7]=1)=[O:2].[CH2:8](O)[CH2:9][CH2:10][OH:11].CC1C=CC(S(O)(=O)=O)=CC=1. Given the product [O:2]1[CH2:8][CH2:9][CH2:10][O:11][CH:1]1[C:3]1[S:4][CH:5]=[CH:6][N:7]=1, predict the reactants needed to synthesize it. (2) Given the product [NH2:8][C:9]1[N:17]=[CH:16][N:15]=[C:14]2[C:10]=1[NH:11][C:12](=[O:33])[N:13]2[C:18]1[CH:19]=[C:20]([N:24]([CH3:32])[C:25](=[O:31])[O:26][C:27]([CH3:29])([CH3:30])[CH3:28])[CH:21]=[CH:22][CH:23]=1, predict the reactants needed to synthesize it. The reactants are: C([N:8](CC1C=CC=CC=1)[C:9]1[N:17]=[CH:16][N:15]=[C:14]2[C:10]=1[NH:11][C:12](=[O:33])[N:13]2[C:18]1[CH:19]=[C:20]([N:24]([CH3:32])[C:25](=[O:31])[O:26][C:27]([CH3:30])([CH3:29])[CH3:28])[CH:21]=[CH:22][CH:23]=1)C1C=CC=CC=1.Cl. (3) Given the product [CH3:9][O:10][C:11]1[CH:20]=[C:19]2[C:14]([CH2:15][CH2:16][CH:17]([C:3]([O:6][CH3:7])=[O:8])[C:18]2=[O:21])=[CH:13][CH:12]=1, predict the reactants needed to synthesize it. The reactants are: [H-].[Na+].[C:3](=[O:8])([O:6][CH3:7])OC.[CH3:9][O:10][C:11]1[CH:20]=[C:19]2[C:14]([CH2:15][CH2:16][CH2:17][C:18]2=[O:21])=[CH:13][CH:12]=1. (4) The reactants are: [CH3:1][O:2][C:3]1[CH:4]=[C:5]2[C:10](=[CH:11][CH:12]=1)[C:9]([C:13](=[O:29])[C:14]1[CH:19]=[CH:18][C:17]([O:20][CH2:21][CH2:22][N:23]3[CH2:28][CH2:27][CH2:26][CH2:25][CH2:24]3)=[CH:16][CH:15]=1)=[C:8](OS(C(F)(F)F)(=O)=O)[CH:7]=[CH:6]2.[F-].[Cs+].B1(B2OCC(C)(C)CO2)OCC(C)(C)CO1.Br[C:57]1[C:62]([F:63])=[CH:61][C:60]([F:64])=[CH:59][C:58]=1[F:65]. Given the product [CH3:1][O:2][C:3]1[CH:4]=[C:5]2[C:10](=[CH:11][CH:12]=1)[C:9]([C:13]([C:14]1[CH:19]=[CH:18][C:17]([O:20][CH2:21][CH2:22][N:23]3[CH2:24][CH2:25][CH2:26][CH2:27][CH2:28]3)=[CH:16][CH:15]=1)=[O:29])=[C:8]([C:61]1[C:62]([F:63])=[CH:57][C:58]([F:65])=[CH:59][C:60]=1[F:64])[CH:7]=[CH:6]2, predict the reactants needed to synthesize it. (5) Given the product [OH:1][C:2]1[CH:7]=[CH:6][CH:5]=[CH:4][C:3]=1[CH:8]=[CH:9][CH:10]([OH:20])[CH2:11][CH2:12][C:13]1[CH:18]=[CH:17][CH:16]=[CH:15][C:14]=1[OH:19], predict the reactants needed to synthesize it. The reactants are: [OH:1][C:2]1[CH:7]=[CH:6][CH:5]=[CH:4][C:3]=1[CH:8]=[CH:9][C:10](=[O:20])[CH:11]=[CH:12][C:13]1[CH:18]=[CH:17][CH:16]=[CH:15][C:14]=1[OH:19].[BH4-].[Na+]. (6) Given the product [Br:1][C:2]1[C:3]([F:10])=[C:4]([CH2:5][OH:6])[CH:7]=[CH:8][CH:9]=1, predict the reactants needed to synthesize it. The reactants are: [Br:1][C:2]1[C:3]([F:10])=[C:4]([CH:7]=[CH:8][CH:9]=1)[CH:5]=[O:6].[BH4-].[Na+]. (7) Given the product [F:1][C:2]1[C:3]([NH:4][C:5]2[CH:10]=[CH:9][C:8]([I:11])=[CH:7][C:6]=2[F:12])=[C:13]([C:18]([N:20]2[CH2:36][C:34]([CH2:28][OH:29])([OH:35])[CH2:33]2)=[O:19])[CH:14]=[CH:15][C:16]=1[F:17], predict the reactants needed to synthesize it. The reactants are: [F:1][C:2]1[C:16]([F:17])=[CH:15][CH:14]=[C:13]([C:18]([N:20]2CC(=C)C2)=[O:19])[C:3]=1[NH:4][C:5]1[CH:10]=[CH:9][C:8]([I:11])=[CH:7][C:6]=1[F:12].C[N+]1([O-])CC[O:29][CH2:28]C1.[CH3:33][C:34]([CH3:36])=[O:35].O. (8) The reactants are: [F:1][C:2]1[CH:9]=[CH:8][C:5]([CH2:6][NH2:7])=[CH:4][C:3]=1[C:10]([F:13])([F:12])[F:11].[C:14](Cl)(Cl)=[O:15].CCN(C(C)C)C(C)C.[NH2:27][C:28]1[CH:37]=[CH:36][CH:35]=[C:34]2[C:29]=1[CH:30]=[C:31]([CH3:38])[N:32]=[CH:33]2. Given the product [F:1][C:2]1[CH:9]=[CH:8][C:5]([CH2:6][NH:7][C:14]([NH:27][C:28]2[CH:37]=[CH:36][CH:35]=[C:34]3[C:29]=2[CH:30]=[C:31]([CH3:38])[N:32]=[CH:33]3)=[O:15])=[CH:4][C:3]=1[C:10]([F:11])([F:12])[F:13], predict the reactants needed to synthesize it. (9) Given the product [CH3:3][C:2]([CH3:1])=[CH:4][CH2:5][CH2:6]/[C:7](/[CH3:8])=[CH:9]/[CH:10]=[CH:12]/[C:13]([CH3:15])=[O:14], predict the reactants needed to synthesize it. The reactants are: [CH3:1][C:2](=[CH:4][CH2:5][CH2:6][C:7](=[CH:9][CH:10]=O)[CH3:8])[CH3:3].[CH3:12][C:13]([CH3:15])=[O:14].